Dataset: Peptide-MHC class II binding affinity with 134,281 pairs from IEDB. Task: Regression. Given a peptide amino acid sequence and an MHC pseudo amino acid sequence, predict their binding affinity value. This is MHC class II binding data. (1) The peptide sequence is PSHIMSVLDMGQGIL. The MHC is DRB1_0701 with pseudo-sequence DRB1_0701. The binding affinity (normalized) is 0.564. (2) The peptide sequence is FVGKMYFNLIDTK. The MHC is DRB1_1501 with pseudo-sequence DRB1_1501. The binding affinity (normalized) is 0.0384. (3) The peptide sequence is MKDLDEPGHLAPTGM. The MHC is HLA-DQA10301-DQB10302 with pseudo-sequence HLA-DQA10301-DQB10302. The binding affinity (normalized) is 0.0146. (4) The peptide sequence is IKYTRPGDSLAEVEL. The MHC is DRB1_0301 with pseudo-sequence DRB1_0301. The binding affinity (normalized) is 0.212. (5) The peptide sequence is PCYFIDPMHPVTT. The MHC is DRB1_0101 with pseudo-sequence DRB1_0101. The binding affinity (normalized) is 0.379. (6) The peptide sequence is KISVQYNLSHSYAVD. The MHC is DRB4_0101 with pseudo-sequence DRB4_0103. The binding affinity (normalized) is 0.633. (7) The peptide sequence is KQENWNTDIKTLKFD. The MHC is HLA-DQA10103-DQB10603 with pseudo-sequence HLA-DQA10103-DQB10603. The binding affinity (normalized) is 0. (8) The peptide sequence is LKRLWKMLDPRQGLAHHHHHH. The MHC is DRB1_0801 with pseudo-sequence DRB1_0801. The binding affinity (normalized) is 0.666. (9) The peptide sequence is YRKGLGNFVQTDRKS. The MHC is DRB1_0802 with pseudo-sequence DRB1_0802. The binding affinity (normalized) is 0.262.